Dataset: NCI-60 drug combinations with 297,098 pairs across 59 cell lines. Task: Regression. Given two drug SMILES strings and cell line genomic features, predict the synergy score measuring deviation from expected non-interaction effect. (1) Drug 1: CC1=C(C(CCC1)(C)C)C=CC(=CC=CC(=CC(=O)O)C)C. Drug 2: CC1C(C(CC(O1)OC2CC(OC(C2O)C)OC3=CC4=CC5=C(C(=O)C(C(C5)C(C(=O)C(C(C)O)O)OC)OC6CC(C(C(O6)C)O)OC7CC(C(C(O7)C)O)OC8CC(C(C(O8)C)O)(C)O)C(=C4C(=C3C)O)O)O)O. Cell line: CAKI-1. Synergy scores: CSS=61.7, Synergy_ZIP=3.23, Synergy_Bliss=-1.98, Synergy_Loewe=-21.2, Synergy_HSA=-0.134. (2) Drug 1: CCN(CC)CCNC(=O)C1=C(NC(=C1C)C=C2C3=C(C=CC(=C3)F)NC2=O)C. Drug 2: C1CN1C2=NC(=NC(=N2)N3CC3)N4CC4. Cell line: HOP-92. Synergy scores: CSS=25.3, Synergy_ZIP=-8.36, Synergy_Bliss=-3.63, Synergy_Loewe=-3.78, Synergy_HSA=-1.12. (3) Drug 1: C1CCC(C1)C(CC#N)N2C=C(C=N2)C3=C4C=CNC4=NC=N3. Drug 2: CS(=O)(=O)C1=CC(=C(C=C1)C(=O)NC2=CC(=C(C=C2)Cl)C3=CC=CC=N3)Cl. Cell line: RPMI-8226. Synergy scores: CSS=3.75, Synergy_ZIP=4.10, Synergy_Bliss=11.3, Synergy_Loewe=1.11, Synergy_HSA=2.24. (4) Cell line: IGROV1. Drug 1: CCC1=CC2CC(C3=C(CN(C2)C1)C4=CC=CC=C4N3)(C5=C(C=C6C(=C5)C78CCN9C7C(C=CC9)(C(C(C8N6C)(C(=O)OC)O)OC(=O)C)CC)OC)C(=O)OC.C(C(C(=O)O)O)(C(=O)O)O. Drug 2: CC1=CC2C(CCC3(C2CCC3(C(=O)C)OC(=O)C)C)C4(C1=CC(=O)CC4)C. Synergy scores: CSS=38.0, Synergy_ZIP=1.89, Synergy_Bliss=-0.158, Synergy_Loewe=-59.3, Synergy_HSA=-1.41. (5) Drug 1: CCCCCOC(=O)NC1=NC(=O)N(C=C1F)C2C(C(C(O2)C)O)O. Drug 2: CC1CCC2CC(C(=CC=CC=CC(CC(C(=O)C(C(C(=CC(C(=O)CC(OC(=O)C3CCCCN3C(=O)C(=O)C1(O2)O)C(C)CC4CCC(C(C4)OC)O)C)C)O)OC)C)C)C)OC. Cell line: SK-OV-3. Synergy scores: CSS=9.98, Synergy_ZIP=1.45, Synergy_Bliss=4.92, Synergy_Loewe=-29.9, Synergy_HSA=-0.173.